Dataset: Forward reaction prediction with 1.9M reactions from USPTO patents (1976-2016). Task: Predict the product of the given reaction. (1) Given the reactants [NH2:1][C:2]1[C:19]([NH2:20])=[CH:18][C:5]([C:6]([NH:8][C:9]2[CH:17]=[C:16]3[C:12]([CH:13]=[N:14][NH:15]3)=[CH:11][CH:10]=2)=[O:7])=[C:4]([Cl:21])[CH:3]=1.N([C@H]1C[C@H]2C[C@@H]1CC2)=[C:23]=S, predict the reaction product. The product is: [NH:15]1[C:16]2[C:12](=[CH:11][CH:10]=[C:9]([NH:8][C:6]([C:5]3[C:4]([Cl:21])=[CH:3][C:2]4[NH:1][CH:23]=[N:20][C:19]=4[CH:18]=3)=[O:7])[CH:17]=2)[CH:13]=[N:14]1. (2) Given the reactants [ClH:1].[CH2:2]([O:4][C:5]1[CH:12]=[C:11]([O:13][CH2:14][CH3:15])[CH:10]=[CH:9][C:6]=1[C:7]#[N:8])[CH3:3].[CH2:16]([OH:18])[CH3:17], predict the reaction product. The product is: [ClH:1].[CH2:2]([O:4][C:5]1[CH:12]=[C:11]([O:13][CH2:14][CH3:15])[CH:10]=[CH:9][C:6]=1[C:7](=[NH:8])[O:18][CH2:16][CH3:17])[CH3:3]. (3) Given the reactants [O:1]1[CH2:6][CH2:5][N:4]([CH2:7][CH2:8][CH2:9][NH:10][C:11](=[O:30])[NH:12][C:13]2[S:17][N:16]=[C:15]([C:18]3[CH:23]=[CH:22][C:21]([N+:24]([O-])=O)=[CH:20][CH:19]=3)[C:14]=2[C:27]([NH2:29])=[O:28])[CH2:3][CH2:2]1.[H][H], predict the reaction product. The product is: [NH2:24][C:21]1[CH:20]=[CH:19][C:18]([C:15]2[C:14]([C:27]([NH2:29])=[O:28])=[C:13]([NH:12][C:11]([NH:10][CH2:9][CH2:8][CH2:7][N:4]3[CH2:3][CH2:2][O:1][CH2:6][CH2:5]3)=[O:30])[S:17][N:16]=2)=[CH:23][CH:22]=1. (4) The product is: [CH3:1][N:2]1[CH:6]=[C:5]([C:7]2[CH:8]=[C:9]3[C:14](=[CH:15][CH:16]=2)[N:13]([C:17]2[C:21]4[CH2:22][N:23]([C:26](=[O:28])[CH3:27])[CH2:24][CH2:25][C:20]=4[N:19]([CH:41]4[CH2:42][CH2:43][CH2:44][O:40]4)[N:18]=2)[CH2:12][CH2:11][CH2:10]3)[CH:4]=[N:3]1. Given the reactants [CH3:1][N:2]1[CH:6]=[C:5]([C:7]2[CH:8]=[C:9]3[C:14](=[CH:15][CH:16]=2)[N:13]([C:17]2[C:21]4[CH2:22][N:23]([C:26](=[O:28])[CH3:27])[CH2:24][CH2:25][C:20]=4[NH:19][N:18]=2)[CH2:12][CH2:11][CH2:10]3)[CH:4]=[N:3]1.C1(C)C=CC(S(O)(=O)=O)=CC=1.[O:40]1[CH:44]=[CH:43][CH2:42][CH2:41]1.O, predict the reaction product. (5) Given the reactants [C:1]([O:5][C:6]([NH:8][CH2:9][C:10]([OH:12])=O)=[O:7])([CH3:4])([CH3:3])[CH3:2].CCN=C=NCCCN(C)C.C1C=CC2N(O)N=NC=2C=1.[NH2:34][CH2:35][CH2:36][NH:37][C:38](=[O:64])[CH2:39][C@@H:40]1[N:46]=[C:45]([C:47]2[CH:52]=[CH:51][C:50]([Cl:53])=[CH:49][CH:48]=2)[C:44]2[CH:54]=[C:55]([O:58][CH3:59])[CH:56]=[CH:57][C:43]=2[N:42]2[C:60]([CH3:63])=[N:61][N:62]=[C:41]12, predict the reaction product. The product is: [Cl:53][C:50]1[CH:51]=[CH:52][C:47]([C:45]2[C:44]3[CH:54]=[C:55]([O:58][CH3:59])[CH:56]=[CH:57][C:43]=3[N:42]3[C:60]([CH3:63])=[N:61][N:62]=[C:41]3[C@H:40]([CH2:39][C:38]([NH:37][CH2:36][CH2:35][NH:34][C:10](=[O:12])[CH2:9][NH:8][C:6](=[O:7])[O:5][C:1]([CH3:2])([CH3:3])[CH3:4])=[O:64])[N:46]=2)=[CH:48][CH:49]=1. (6) Given the reactants C(OC([N:8]1[CH2:13][CH2:12][N:11]([C:14]2[NH:15][C:16]([C:21]3[CH:26]=[CH:25][N:24]=[C:23]([C:27]4[CH:28]=[N:29][C:30]([N:33]([CH2:35][CH2:36][O:37][CH3:38])[CH3:34])=[N:31][CH:32]=4)[CH:22]=3)=[CH:17][C:18]=2[C:19]#[N:20])[CH2:10][CH2:9]1)=O)(C)(C)C.[F:39][C:40]([F:45])([F:44])[C:41]([OH:43])=[O:42], predict the reaction product. The product is: [F:39][C:40]([F:45])([F:44])[C:41]([OH:43])=[O:42].[CH3:38][O:37][CH2:36][CH2:35][N:33]([CH3:34])[C:30]1[N:29]=[CH:28][C:27]([C:23]2[CH:22]=[C:21]([C:16]3[NH:15][C:14]([N:11]4[CH2:12][CH2:13][NH:8][CH2:9][CH2:10]4)=[C:18]([C:19]#[N:20])[CH:17]=3)[CH:26]=[CH:25][N:24]=2)=[CH:32][N:31]=1.